From a dataset of Experimentally validated miRNA-target interactions with 360,000+ pairs, plus equal number of negative samples. Binary Classification. Given a miRNA mature sequence and a target amino acid sequence, predict their likelihood of interaction. (1) The miRNA is ath-miR398a-3p with sequence UGUGUUCUCAGGUCACCCCUU. The protein sequence of the target gene is MTDVPATFTQAECNGDKPPENGQQTITKISEELTDVDSPLPHYRVEPSLEGALTKGSQEERRKLQGNMLLNSSMEDKMLKENPEEKLFIVHKAITDLSLQETSADEMTFREGHQWEKIPLSGSNQEIRRQKERITEQPLKEEEDEDRKNKGHQAAEIEWLGFRKPSQADMLHSKHDEEQKVWDEEIDDDDDDNCNNDEDEVRVIEFKKKHEEVSQFKEEGDASEDSPLSSASSQAVTPDEQPTLGKKSDISRNAYSRYNTISYRKIRKGNTKQRIDEFESMMHL. Result: 0 (no interaction). (2) The miRNA is mmu-miR-33-3p with sequence CAAUGUUUCCACAGUGCAUCAC. The protein sequence of the target gene is MESLCGVLGFLLLAAGLPLQAAKRFRDVLGHEQYPDHMREHNQLRGWSSDENEWDEHLYPVWRRGDGRWKDSWEGGRVQAVLTSDSPALVGSNITFVVNLVFPRCQKEDANGNIVYEKNCRNDLGLTSDLHVYNWTAGADDGDWEDGTSRSQHLRFPDRRPFPRPHGWKKWSFVYVFHTLGQYFQKLGRCSARVSINTVNLTAGPQVMEVTVFRRYGRAYIPISKVKDVYVITDQIPVFVTMSQKNDRNLSDEIFLRDLPIVFDVLIHDPSHFLNDSAISYKWNFGDNTGLFVSNNHTLN.... Result: 0 (no interaction). (3) The miRNA is mmu-miR-344d-3p with sequence GAUAUAACCACUGCCAGACUGA. The protein sequence of the target gene is MADAEKNAVAEKNNAVATKEVLAEAAAILEPVGLQEEAELPAKIMEEFMRNSRKKDKLLCSQLQVVNFLQTFLAQEDTEQSPDALASEDASRQKATETKEQWKDMKATYMDHVDVIKCALSEALPQVKEAHRKYTELQKAFEQLEAKKRVLEEKLQLAQKQWVLQQKRLQNLTKISAEVKRRRKRALEKLDGSHQELETLKQQAGQEQEKLQRNQSYLQLLCSLQNKLVISEGKAEDKDVKGRALTAKSKSP. Result: 1 (interaction). (4) The miRNA is hsa-miR-370-3p with sequence GCCUGCUGGGGUGGAACCUGGU. The protein sequence of the target gene is MALRPGAGSGGGGAAGAGAGSAGGGGFMFPVAGGIRPPQAGLMPMQQQGFPMVSVMQPNMQGIMGMNYSSQMSQGPIAMQAGIPMGPMPAAGMPYLGQAPFLGMRPPGPQYTPDMQKQFAEEQQKRFEQQQKLLEEERKRRQFEEQKQKLRLLSSVKPKTGEKSRDDALEAIKGNLDGFSRDAKMHPTPASHPKKPGPSLEEKFLVSCDISTSGQEQIKLNTSEVGHKALGPGSSKKYPSLMASNGVAVDGCVSGTTTAEAENTSDQNLSIEESGVGVFPSQDPAQPRMPPWIYNESLVP.... Result: 0 (no interaction). (5) The miRNA is hsa-miR-548t-3p with sequence AAAAACCACAAUUACUUUUGCACCA. The protein sequence of the target gene is MFRWERSIPLRGSAAALCNNLSVLQLPARNLTYFGVVHGPSAQLLSAAPEGVPLAQRQLHAKEGAGVSPPLITQVHWCVLPFRVLLVLTSHRGIQMYESNGYTMVYWHALDSGDASPVQAVFARGIAASGHFICVGTWSGRVLVFDIPAKGPNIVLSEELAGHQMPITDIATEPAQGQDCVADMVTADDSGLLCVWRSGPEFTLLTRIPGFGVPCPSVQLWQGIIAAGYGNGQVHLYEATTGNLHVQINAHARAICALDLASEVGKLLSAGEDTFVHIWKLSRNPESGYIEVEHCHGECV.... Result: 0 (no interaction).